Predict which catalyst facilitates the given reaction. From a dataset of Catalyst prediction with 721,799 reactions and 888 catalyst types from USPTO. (1) Reactant: [CH2:1]([O:8][C:9]1[C:10]([C:29]([N:31]([CH2:40][CH2:41]O)[CH:32]([C:34]2[CH:39]=[CH:38][CH:37]=[CH:36][CH:35]=2)[CH3:33])=[O:30])=[N:11][C:12]([CH2:16][C:17]2([C:22]3[CH:27]=[CH:26][C:25]([Cl:28])=[CH:24][CH:23]=3)[CH2:21][CH2:20][CH2:19][CH2:18]2)=[N:13][C:14]=1[OH:15])[C:2]1[CH:7]=[CH:6][CH:5]=[CH:4][CH:3]=1.C1(P(C2C=CC=CC=2)C2C=CC=CC=2)C=CC=CC=1.N(C(OC(C)C)=O)=NC(OC(C)C)=O. Product: [CH2:1]([O:8][C:9]1[C:14](=[O:15])[N:13]=[C:12]([CH2:16][C:17]2([C:22]3[CH:23]=[CH:24][C:25]([Cl:28])=[CH:26][CH:27]=3)[CH2:21][CH2:20][CH2:19][CH2:18]2)[N:11]2[CH2:41][CH2:40][N:31]([CH:32]([C:34]3[CH:35]=[CH:36][CH:37]=[CH:38][CH:39]=3)[CH3:33])[C:29](=[O:30])[C:10]=12)[C:2]1[CH:3]=[CH:4][CH:5]=[CH:6][CH:7]=1. The catalyst class is: 4. (2) Reactant: Br[C:2]1[N:18]([CH2:19][C:20]2[CH:25]=[CH:24][C:23]([O:26][CH3:27])=[CH:22][CH:21]=2)[C:5]2=[CH:6][N:7]=[C:8]([C:11]([NH:13][CH2:14][C:15]([OH:17])=[O:16])=[O:12])[C:9]([OH:10])=[C:4]2[C:3]=1Br.C([O-])=O.[NH4+]. Product: [OH:10][C:9]1[C:8]([C:11]([NH:13][CH2:14][C:15]([OH:17])=[O:16])=[O:12])=[N:7][CH:6]=[C:5]2[N:18]([CH2:19][C:20]3[CH:21]=[CH:22][C:23]([O:26][CH3:27])=[CH:24][CH:25]=3)[CH:2]=[CH:3][C:4]=12. The catalyst class is: 45. (3) Product: [N+:1]([C:4]1[CH:5]=[C:6]([NH:10][C:11]([NH2:13])=[S:12])[CH:7]=[CH:8][CH:9]=1)([O-:3])=[O:2]. Reactant: [N+:1]([C:4]1[CH:5]=[C:6]([N:10]=[C:11]=[S:12])[CH:7]=[CH:8][CH:9]=1)([O-:3])=[O:2].[NH3:13]. The catalyst class is: 5. (4) Reactant: [CH:1]1([C:4]2[CH:9]=[CH:8][C:7]([CH:10]3[N:14]([CH2:15][CH2:16][C:17]4[CH:22]=[CH:21][C:20]([O:23][CH3:24])=[CH:19][CH:18]=4)[C:13](=[O:25])[C:12]4([CH2:30][CH2:29][NH:28][CH2:27][CH2:26]4)[N:11]3[CH3:31])=[CH:6][CH:5]=2)[CH2:3][CH2:2]1.[CH3:32][S:33](Cl)(=[O:35])=[O:34].C(N(CC)CC)C. Product: [CH:1]1([C:4]2[CH:9]=[CH:8][C:7]([CH:10]3[N:14]([CH2:15][CH2:16][C:17]4[CH:22]=[CH:21][C:20]([O:23][CH3:24])=[CH:19][CH:18]=4)[C:13](=[O:25])[C:12]4([CH2:26][CH2:27][N:28]([S:33]([CH3:32])(=[O:35])=[O:34])[CH2:29][CH2:30]4)[N:11]3[CH3:31])=[CH:6][CH:5]=2)[CH2:3][CH2:2]1. The catalyst class is: 2. (5) Reactant: [F:1][C:2]([F:17])([F:16])[C:3]1[CH:4]=[C:5]([CH:13]=[CH:14][CH:15]=1)[C:6]([NH:8][CH2:9][C:10]([OH:12])=O)=[O:7].CN1CCOCC1.ClC(OCC(C)C)=O.[NH2:33][C@H:34]1[CH2:39][CH2:38][C@@H:37]([N:40]([CH:42]([CH3:44])[CH3:43])[CH3:41])[CH2:36][C@H:35]1[CH2:45][OH:46]. Product: [OH:46][CH2:45][C@@H:35]1[CH2:36][C@H:37]([N:40]([CH:42]([CH3:43])[CH3:44])[CH3:41])[CH2:38][CH2:39][C@@H:34]1[NH:33][C:10](=[O:12])[CH2:9][NH:8][C:6](=[O:7])[C:5]1[CH:13]=[CH:14][CH:15]=[C:3]([C:2]([F:1])([F:17])[F:16])[CH:4]=1. The catalyst class is: 20.